This data is from Reaction yield outcomes from USPTO patents with 853,638 reactions. The task is: Predict the reaction yield, written as a fraction of the theoretical maximum amount of product (1.0 means a 100% yield; for example, 0.34 means a 34% yield). The reactants are [CH2:1]([N:3]([CH:7]1[CH2:12][CH2:11][N:10]([C:13]2[CH:18]=[CH:17][C:16]([CH:19]=O)=[CH:15][CH:14]=2)[CH2:9][CH2:8]1)[C:4](=[O:6])[CH3:5])[CH3:2].OS([O-])=O.[Na+].CC1C=CC(S(O)(=O)=O)=CC=1.[NH2:37][C:38]1[CH:46]=[C:45]([O:47][CH3:48])[CH:44]=[C:43]([O:49][CH3:50])[C:39]=1[C:40]([NH2:42])=[O:41]. The catalyst is CC(N(C)C)=O.O. The product is [CH3:50][O:49][C:43]1[CH:44]=[C:45]([O:47][CH3:48])[CH:46]=[C:38]2[C:39]=1[C:40](=[O:41])[NH:42][C:19]([C:16]1[CH:15]=[CH:14][C:13]([N:10]3[CH2:9][CH2:8][CH:7]([N:3]([CH2:1][CH3:2])[C:4](=[O:6])[CH3:5])[CH2:12][CH2:11]3)=[CH:18][CH:17]=1)=[N:37]2. The yield is 0.550.